The task is: Regression. Given a peptide amino acid sequence and an MHC pseudo amino acid sequence, predict their binding affinity value. This is MHC class I binding data.. This data is from Peptide-MHC class I binding affinity with 185,985 pairs from IEDB/IMGT. (1) The binding affinity (normalized) is 0.731. The MHC is HLA-A03:01 with pseudo-sequence HLA-A03:01. The peptide sequence is SAQCFKMFYK. (2) The peptide sequence is TTKDYFSFKK. The MHC is HLA-A68:01 with pseudo-sequence HLA-A68:01. The binding affinity (normalized) is 1.00. (3) The peptide sequence is YDAGCAWY. The MHC is H-2-Kk with pseudo-sequence H-2-Kk. The binding affinity (normalized) is 0.0929. (4) The peptide sequence is LITLILSNK. The MHC is HLA-A68:01 with pseudo-sequence HLA-A68:01. The binding affinity (normalized) is 0.678. (5) The peptide sequence is WRSATETL. The MHC is Mamu-A07 with pseudo-sequence Mamu-A07. The binding affinity (normalized) is 0.250. (6) The peptide sequence is FSLPFPFLYKFLL. The MHC is HLA-B42:01 with pseudo-sequence HLA-B42:01. The binding affinity (normalized) is 0.415.